This data is from Full USPTO retrosynthesis dataset with 1.9M reactions from patents (1976-2016). The task is: Predict the reactants needed to synthesize the given product. (1) Given the product [CH3:24][C@@H:25]1[CH2:30][O:29][CH2:28][CH2:27][N:26]1[C:2]1[N:7]=[C:6]([C:8]2[CH:9]=[C:10]([OH:14])[CH:11]=[CH:12][CH:13]=2)[N:5]=[C:4]2[N:15]([C:18]3[CH:23]=[CH:22][CH:21]=[CH:20][CH:19]=3)[N:16]=[CH:17][C:3]=12, predict the reactants needed to synthesize it. The reactants are: Br[C:2]1[N:7]=[C:6]([C:8]2[CH:9]=[C:10]([OH:14])[CH:11]=[CH:12][CH:13]=2)[N:5]=[C:4]2[N:15]([C:18]3[CH:23]=[CH:22][CH:21]=[CH:20][CH:19]=3)[N:16]=[CH:17][C:3]=12.[CH3:24][C@@H:25]1[CH2:30][O:29][CH2:28][CH2:27][NH:26]1. (2) Given the product [OH:20][CH:17]1[CH2:18][CH2:19][CH2:14][CH2:15][CH:16]1[O:1][C:2]1[CH:3]=[C:4]([CH:9]=[CH:10][C:11]=1[O:12][CH3:13])[C:5]([O:7][CH2:8][CH3:21])=[O:6], predict the reactants needed to synthesize it. The reactants are: [OH:1][C:2]1[CH:3]=[C:4]([CH:9]=[CH:10][C:11]=1[O:12][CH3:13])[C:5]([O:7][CH3:8])=[O:6].[CH2:14]1[CH2:19][CH:18]2[O:20][CH:17]2[CH2:16][CH2:15]1.[C:21]([O-])([O-])=O.[K+].[K+]. (3) Given the product [F:19][C:20]1[CH:21]=[C:22]([C:27]2([OH:31])[CH2:30][CH2:29][CH2:28]2)[CH:23]=[C:24]([F:26])[C:25]=1[B:5]1[O:6][C:7]([CH3:12])([CH3:13])[C:8]([CH3:10])([CH3:11])[O:9]1, predict the reactants needed to synthesize it. The reactants are: C(O[B:5]1[O:9][C:8]([CH3:11])([CH3:10])[C:7]([CH3:13])([CH3:12])[O:6]1)(C)C.C([Li])CCC.[F:19][C:20]1[CH:21]=[C:22]([C:27]2([OH:31])[CH2:30][CH2:29][CH2:28]2)[CH:23]=[C:24]([F:26])[CH:25]=1. (4) The reactants are: Cl[C:2]([O:4][CH2:5][C:6]1[CH:11]=[CH:10][CH:9]=[CH:8][CH:7]=1)=[O:3].[CH3:12][O:13][C:14]1[CH:15]=[C:16]2[C:21](=[CH:22][CH:23]=1)[C:20]([CH3:24])=[N:19][CH2:18][CH2:17]2.C(N(CC)CC)C. Given the product [CH2:5]([O:4][C:2]([N:19]1[CH2:18][CH2:17][C:16]2[C:21](=[CH:22][CH:23]=[C:14]([O:13][CH3:12])[CH:15]=2)[C:20]1=[CH2:24])=[O:3])[C:6]1[CH:11]=[CH:10][CH:9]=[CH:8][CH:7]=1, predict the reactants needed to synthesize it. (5) Given the product [C:6]([CH2:7][O:8][C:9]1[C:13]2=[N:14][CH:15]=[C:16]([C:18]([F:20])([F:19])[F:21])[CH:17]=[C:12]2[S:11][C:10]=1[C:22]([OH:24])=[O:23])([OH:26])=[O:5], predict the reactants needed to synthesize it. The reactants are: C([O:5][C:6](=[O:26])[CH2:7][O:8][C:9]1[C:13]2=[N:14][CH:15]=[C:16]([C:18]([F:21])([F:20])[F:19])[CH:17]=[C:12]2[S:11][C:10]=1[C:22]([O:24]C)=[O:23])(C)(C)C.O.[OH-].[Li+]. (6) Given the product [OH:3][C:4]1[CH:9]=[CH:8][C:7]([C@H:10]([NH:15][C:16]([C:18]2[C:27]([NH:28][C:29]([NH:31][C:32]3[C:37]([CH3:38])=[CH:36][C:35]([CH3:39])=[CH:34][C:33]=3[CH3:40])=[O:30])=[CH:26][C:25]3[C:20](=[CH:21][CH:22]=[CH:23][CH:24]=3)[CH:19]=2)=[O:17])[C:11]([OH:13])=[O:12])=[CH:6][CH:5]=1, predict the reactants needed to synthesize it. The reactants are: [Li+].[OH-].[OH:3][C:4]1[CH:9]=[CH:8][C:7]([C@H:10]([NH:15][C:16]([C:18]2[C:27]([NH:28][C:29]([NH:31][C:32]3[C:37]([CH3:38])=[CH:36][C:35]([CH3:39])=[CH:34][C:33]=3[CH3:40])=[O:30])=[CH:26][C:25]3[C:20](=[CH:21][CH:22]=[CH:23][CH:24]=3)[CH:19]=2)=[O:17])[C:11]([O:13]C)=[O:12])=[CH:6][CH:5]=1.Cl.C(OCC)(=O)C. (7) Given the product [CH3:37][CH:38]([CH3:74])[C@H:39]([N:44]1[CH2:52][C:51]2[C:46](=[CH:47][C:48]([C:53]3[CH:58]=[N:57][C:56]([NH:59][C:60](=[O:72])[C:61]4[CH:66]=[CH:65][C:64]([O:67][C:68]([F:69])([F:70])[F:71])=[CH:63][CH:62]=4)=[CH:55][N:54]=3)=[CH:49][CH:50]=2)[C:45]1=[O:73])[C:40]([OH:42])=[O:41], predict the reactants needed to synthesize it. The reactants are: C(C1C=CC(C(NC2C=CC(C3C=C4C(CN([C@@H](C(C)C)C(O)=O)C4=O)=CC=3)=NC=2)=O)=CC=1)(C)(C)C.[CH3:37][CH:38]([CH3:74])[C@H:39]([N:44]1[CH2:52][C:51]2[C:46](=[CH:47][C:48]([C:53]3[CH:58]=[N:57][C:56]([NH:59][C:60](=[O:72])[C:61]4[CH:66]=[CH:65][C:64]([O:67][C:68]([F:71])([F:70])[F:69])=[CH:63][CH:62]=4)=[CH:55][N:54]=3)=[CH:49][CH:50]=2)[C:45]1=[O:73])[C:40]([O:42]C)=[O:41]. (8) Given the product [C:10]([C:12]([C:13]1[CH:22]=[CH:21][C:16]([C:17]([O:19][CH3:20])=[O:18])=[CH:15][CH:14]=1)([CH2:2][CH3:5])[CH2:7][CH3:8])#[N:11], predict the reactants needed to synthesize it. The reactants are: C[C:2]([CH3:5])([O-])C.[K+].[CH2:7](I)[CH3:8].[C:10]([CH2:12][C:13]1[CH:22]=[CH:21][C:16]([C:17]([O:19][CH3:20])=[O:18])=[CH:15][CH:14]=1)#[N:11].